Dataset: Reaction yield outcomes from USPTO patents with 853,638 reactions. Task: Predict the reaction yield, written as a fraction of the theoretical maximum amount of product (1.0 means a 100% yield; for example, 0.34 means a 34% yield). (1) The reactants are [CH2:1]1[C:3]2([CH2:8][NH:7][CH2:6][CH2:5][N:4]2[C:9]([O:11][C:12]([CH3:15])([CH3:14])[CH3:13])=[O:10])[CH2:2]1.[C:16](Cl)([O:18][CH2:19][C:20]1[CH:25]=[CH:24][CH:23]=[CH:22][CH:21]=1)=[O:17]. The catalyst is ClCCl.O. The product is [CH2:2]1[C:3]2([CH2:8][N:7]([C:16]([O:18][CH2:19][C:20]3[CH:25]=[CH:24][CH:23]=[CH:22][CH:21]=3)=[O:17])[CH2:6][CH2:5][N:4]2[C:9]([O:11][C:12]([CH3:15])([CH3:14])[CH3:13])=[O:10])[CH2:1]1. The yield is 0.820. (2) The reactants are [Cl:1][C:2]([Cl:37])([Cl:36])[CH2:3][O:4][C:5](=[O:35])[C:6]1[CH:11]=[CH:10][CH:9]=[CH:8][C:7]=1[CH2:12][S:13][C:14]1[CH:19]=[CH:18][CH:17]=[C:16]([CH2:20][C:21]([O:23][CH2:24]C2C=CC(C(F)(F)F)=CC=2)=[O:22])[CH:15]=1.Cl[C:39](Cl)(Cl)COC(=O)C1C=CC=CC=1CSC1C=CC=C(CC(O)=O)C=1.[F:64][C:65]([F:76])([F:75])[C:66]1[CH:71]=[CH:70][C:69](C(O)C)=[CH:68][CH:67]=1.C(Cl)Cl. The catalyst is CN(C1C=CN=CC=1)C.CCCCCCC.CCOC(C)=O. The product is [Cl:37][C:2]([Cl:1])([Cl:36])[CH2:3][O:4][C:5](=[O:35])[C:6]1[CH:11]=[CH:10][CH:9]=[CH:8][C:7]=1[CH2:12][S:13][C:14]1[CH:19]=[CH:18][CH:17]=[C:16]([CH:20]([C:21]([O:23][CH2:24][CH3:39])=[O:22])[C:69]2[CH:68]=[CH:67][C:66]([C:65]([F:64])([F:75])[F:76])=[CH:71][CH:70]=2)[CH:15]=1. The yield is 0.670. (3) The reactants are [Br:1][C:2]1[CH:3]=[CH:4][C:5]([O:16][CH2:17][CH2:18][CH3:19])=[C:6]([C:8]2[CH:13]=[C:12]([Cl:14])[N:11]=[C:10]([NH2:15])[N:9]=2)[CH:7]=1.NC1N=[C:25]([C:27]2C=C(Br)C=CC=2O)[CH:24]=[C:23](Cl)N=1.C(O)C1C=CC=CC=1. No catalyst specified. The product is [CH2:17]([O:16][C:5]1[CH:4]=[CH:3][C:2]([Br:1])=[CH:7][C:6]=1[C:8]1[CH:13]=[C:12]([Cl:14])[N:11]=[C:10]([NH2:15])[N:9]=1)[C:18]1[CH:27]=[CH:25][CH:24]=[CH:23][CH:19]=1. The yield is 0.430. (4) The reactants are [F:1][C:2]([F:14])([F:13])[C:3]1[CH:8]=[CH:7][C:6]([S:9](Cl)(=[O:11])=[O:10])=[CH:5][CH:4]=1.[OH:15][C@:16]([CH3:52])([CH2:50][OH:51])[C:17](=[O:49])[C@@H:18]([NH:26][C:27](=[O:48])[C@@H:28]([NH:32][C:33](=[O:47])[C@@H:34]([NH:38][C:39]([C:41]1[S:45][C:44]([CH3:46])=[N:43][CH:42]=1)=[O:40])[CH2:35][O:36][CH3:37])[CH2:29][O:30][CH3:31])[CH2:19][C:20]1[CH:25]=[CH:24][CH:23]=[CH:22][CH:21]=1.CCN(C(C)C)C(C)C. The catalyst is C(Cl)Cl.CN(C1C=CN=CC=1)C. The product is [F:1][C:2]([F:14])([F:13])[C:3]1[CH:8]=[CH:7][C:6]([S:9]([O:51][CH2:50][C@:16]([OH:15])([CH3:52])[C:17](=[O:49])[C@@H:18]([NH:26][C:27](=[O:48])[C@@H:28]([NH:32][C:33](=[O:47])[C@@H:34]([NH:38][C:39]([C:41]2[S:45][C:44]([CH3:46])=[N:43][CH:42]=2)=[O:40])[CH2:35][O:36][CH3:37])[CH2:29][O:30][CH3:31])[CH2:19][C:20]2[CH:21]=[CH:22][CH:23]=[CH:24][CH:25]=2)(=[O:11])=[O:10])=[CH:5][CH:4]=1. The yield is 0.520.